This data is from CYP3A4 inhibition data for predicting drug metabolism from PubChem BioAssay. The task is: Regression/Classification. Given a drug SMILES string, predict its absorption, distribution, metabolism, or excretion properties. Task type varies by dataset: regression for continuous measurements (e.g., permeability, clearance, half-life) or binary classification for categorical outcomes (e.g., BBB penetration, CYP inhibition). Dataset: cyp3a4_veith. (1) The compound is CC(=O)Oc1cc(C(F)(F)F)ccc1C(=O)O. The result is 0 (non-inhibitor). (2) The drug is CCCN(C(=O)Cc1nc(N)n[nH]1)C1(C(=O)Nc2ccccc2C)CCCCC1. The result is 1 (inhibitor). (3) The drug is O=C(NNC(=S)NC(=O)c1cccnc1)c1ccccc1. The result is 0 (non-inhibitor). (4) The compound is C[C@@]1(C(NC(=O)c2ccc(-c3ccccc3)cc2)c2ccc(Cl)cc2)C[C@H]1C1CCCCC1. The result is 0 (non-inhibitor). (5) The compound is COC(=O)[C@@]1(Cc2ccc(F)cc2)[C@H]2c3cc(C(=O)N(C)C)[nH]c3C[C@H]2CN1C(=O)c1ccccc1. The result is 1 (inhibitor). (6) The drug is Cc1nn(C(=O)c2ccco2)c(C)c1Sc1ccc(Br)cc1. The result is 0 (non-inhibitor).